From a dataset of Catalyst prediction with 721,799 reactions and 888 catalyst types from USPTO. Predict which catalyst facilitates the given reaction. (1) Reactant: C(Cl)(=O)C(Cl)=O.CS(C)=O.[C:11]([O:15][C:16]([N:18]1[CH2:23][CH2:22][C:21]([O:26][CH3:27])([CH2:24][OH:25])[CH2:20][CH2:19]1)=[O:17])([CH3:14])([CH3:13])[CH3:12].C(N(CC)CC)C. Product: [C:11]([O:15][C:16]([N:18]1[CH2:19][CH2:20][C:21]([O:26][CH3:27])([CH:24]=[O:25])[CH2:22][CH2:23]1)=[O:17])([CH3:14])([CH3:13])[CH3:12]. The catalyst class is: 4. (2) Reactant: C[Si]([N:5]=[C:6]=[O:7])(C)C.[NH2:8][CH2:9][C@@H:10]1[O:14][C:13](=[O:15])[N:12]([C:16]2[CH:21]=[CH:20][C:19]([C:22]3[S:23][CH2:24][C:25](=[O:28])[NH:26][N:27]=3)=[C:18]([F:29])[CH:17]=2)[CH2:11]1. Product: [F:29][C:18]1[CH:17]=[C:16]([N:12]2[CH2:11][C@H:10]([CH2:9][NH:8][C:6]([NH2:5])=[O:7])[O:14][C:13]2=[O:15])[CH:21]=[CH:20][C:19]=1[C:22]1[S:23][CH2:24][C:25](=[O:28])[NH:26][N:27]=1. The catalyst class is: 1. (3) Reactant: C([O:3][C:4](=O)[C@H:5]([OH:19])[CH2:6][CH2:7][NH:8][C:9]([O:11][CH2:12][C:13]1[CH:18]=[CH:17][CH:16]=[CH:15][CH:14]=1)=[O:10])C.[BH4-].[Na+].CO.Cl. Product: [CH2:12]([O:11][C:9](=[O:10])[NH:8][CH2:7][CH2:6][C@@H:5]([OH:19])[CH2:4][OH:3])[C:13]1[CH:14]=[CH:15][CH:16]=[CH:17][CH:18]=1. The catalyst class is: 271. (4) Reactant: Cl[C:2]1[CH:3]=[C:4]([O:18][CH2:19][C@@H:20]2[CH2:24][CH2:23][N:22]([C:25]([O:27][C:28]([CH3:31])([CH3:30])[CH3:29])=[O:26])[CH2:21]2)[C:5]2[N:6]([CH:15]=[N:16][N:17]=2)[C:7]=1[C:8]1[CH:13]=[CH:12][C:11]([CH3:14])=[CH:10][CH:9]=1.[C:32]([C:34]1[CH:39]=[CH:38][C:37](B(O)O)=[CH:36][CH:35]=1)#[N:33].C([O-])([O-])=O.[Na+].[Na+]. Product: [C:32]([C:34]1[CH:39]=[CH:38][C:37]([C:2]2[CH:3]=[C:4]([O:18][CH2:19][C@@H:20]3[CH2:24][CH2:23][N:22]([C:25]([O:27][C:28]([CH3:29])([CH3:31])[CH3:30])=[O:26])[CH2:21]3)[C:5]3[N:6]([CH:15]=[N:16][N:17]=3)[C:7]=2[C:8]2[CH:13]=[CH:12][C:11]([CH3:14])=[CH:10][CH:9]=2)=[CH:36][CH:35]=1)#[N:33]. The catalyst class is: 77. (5) Reactant: [H-].[K+].[Cl:3][C:4]1[C:5]([Cl:25])=[CH:6][C:7]2[C:8]3[CH2:17][CH2:16][N:15]([C:18]([O:20][C:21]([CH3:24])([CH3:23])[CH3:22])=[O:19])[CH2:14][CH2:13][C:9]=3[NH:10][C:11]=2[CH:12]=1.Br[CH2:27][CH2:28][CH2:29][C:30]1[CH:35]=[CH:34][CH:33]=[CH:32][CH:31]=1. Product: [Cl:3][C:4]1[C:5]([Cl:25])=[CH:6][C:7]2[C:8]3[CH2:17][CH2:16][N:15]([C:18]([O:20][C:21]([CH3:22])([CH3:24])[CH3:23])=[O:19])[CH2:14][CH2:13][C:9]=3[N:10]([CH2:27][CH2:28][CH2:29][C:30]3[CH:35]=[CH:34][CH:33]=[CH:32][CH:31]=3)[C:11]=2[CH:12]=1. The catalyst class is: 3.